Dataset: Reaction yield outcomes from USPTO patents with 853,638 reactions. Task: Predict the reaction yield, written as a fraction of the theoretical maximum amount of product (1.0 means a 100% yield; for example, 0.34 means a 34% yield). (1) The reactants are [OH-].[Na+].[Br:3][C:4]1[CH:9]=[CH:8][C:7]([N:10]2[C:21]3[C:13](=[C:14]4[N:18]([C:19](=[O:22])[CH:20]=3)[CH2:17][CH2:16][CH2:15]4)[N:12]([S:23]([CH:26]3[CH2:28][CH2:27]3)(=[O:25])=[O:24])C2=O)=[C:6]([F:30])[CH:5]=1. No catalyst specified. The product is [Br:3][C:4]1[CH:9]=[CH:8][C:7]([NH:10][C:21]2[C:13]([NH:12][S:23]([CH:26]3[CH2:27][CH2:28]3)(=[O:24])=[O:25])=[C:14]3[N:18]([CH2:17][CH2:16][CH2:15]3)[C:19](=[O:22])[CH:20]=2)=[C:6]([F:30])[CH:5]=1. The yield is 0.0700. (2) The reactants are Br[C:2]1[C:3]([Cl:21])=[C:4]2[C:8](=[CH:9][CH:10]=1)[N:7]([CH3:11])[C:6]([CH2:12][O:13][Si:14]([C:17]([CH3:20])([CH3:19])[CH3:18])([CH3:16])[CH3:15])=[CH:5]2.[Li]CCCC.CN([CH:30]=[O:31])C. The yield is 0.640. The product is [Si:14]([O:13][CH2:12][C:6]1[N:7]([CH3:11])[C:8]2[C:4]([CH:5]=1)=[C:3]([Cl:21])[C:2]([CH:30]=[O:31])=[CH:10][CH:9]=2)([C:17]([CH3:20])([CH3:19])[CH3:18])([CH3:16])[CH3:15]. The catalyst is C1COCC1. (3) The reactants are C(N(CC)CC)C.[NH2:8][C:9]1[C:17]2[C:12](=[N:13][CH:14]=[C:15]([Cl:32])[C:16]=2[N:18]2[CH2:23][CH2:22][CH2:21][C@@H:20]([NH:24][C:25](=[O:31])[O:26][C:27]([CH3:30])([CH3:29])[CH3:28])[CH2:19]2)[NH:11][CH:10]=1.[CH3:33][CH:34]([CH3:39])[CH2:35][C:36](Cl)=[O:37].CC#N.O. The catalyst is CN1C(=O)CCC1.C(Cl)Cl.O[Li].O. The product is [Cl:32][C:15]1[C:16]([N:18]2[CH2:23][CH2:22][CH2:21][C@@H:20]([NH:24][C:25](=[O:31])[O:26][C:27]([CH3:28])([CH3:29])[CH3:30])[CH2:19]2)=[C:17]2[C:9]([NH:8][C:36](=[O:37])[CH2:35][CH:34]([CH3:39])[CH3:33])=[CH:10][NH:11][C:12]2=[N:13][CH:14]=1. The yield is 0.530. (4) The reactants are [C:1]1([C:7]2[CH:12]=[C:11]([C:13]3([CH:19]=O)[CH2:18][CH2:17][O:16][CH2:15][CH2:14]3)[CH:10]=[CH:9][C:8]=2[NH:21][C:22]([C:24]2[NH:25][CH:26]=[C:27]([C:29]#[N:30])[N:28]=2)=[O:23])[CH2:6][CH2:5][CH2:4][CH2:3][CH:2]=1.[NH:31]1[CH2:36][CH2:35][O:34][CH2:33][CH2:32]1.[BH4-].[Na+].C([O-])(O)=O.[Na+]. The catalyst is C(Cl)Cl.C1COCC1. The product is [C:1]1([C:7]2[CH:12]=[C:11]([C:13]3([CH2:19][N:31]4[CH2:36][CH2:35][O:34][CH2:33][CH2:32]4)[CH2:18][CH2:17][O:16][CH2:15][CH2:14]3)[CH:10]=[CH:9][C:8]=2[NH:21][C:22]([C:24]2[NH:25][CH:26]=[C:27]([C:29]#[N:30])[N:28]=2)=[O:23])[CH2:6][CH2:5][CH2:4][CH2:3][CH:2]=1. The yield is 0.770.